From a dataset of Catalyst prediction with 721,799 reactions and 888 catalyst types from USPTO. Predict which catalyst facilitates the given reaction. Reactant: [NH2:1][C:2]1[CH:7]=[C:6]([C:8]([CH3:11])([CH3:10])[CH3:9])[CH:5]=[CH:4][C:3]=1[NH:12][C:13](=O)[CH2:14][CH2:15][CH2:16][C:17]([N:19]([CH2:23][C@@H:24]1[C@@H:31]2[C@@H:27]([O:28][C:29]([CH3:33])([CH3:32])[O:30]2)[C@H:26]([N:34]2[CH:42]=[N:41][C:40]3[C:35]2=[N:36][CH:37]=[N:38][C:39]=3[NH2:43])[O:25]1)[CH:20]([CH3:22])[CH3:21])=[O:18]. Product: [NH2:43][C:39]1[N:38]=[CH:37][N:36]=[C:35]2[C:40]=1[N:41]=[CH:42][N:34]2[C@H:26]1[C@@H:27]2[O:28][C:29]([CH3:33])([CH3:32])[O:30][C@@H:31]2[C@@H:24]([CH2:23][N:19]([CH:20]([CH3:22])[CH3:21])[C:17](=[O:18])[CH2:16][CH2:15][CH2:14][C:13]2[NH:12][C:3]3[CH:4]=[CH:5][C:6]([C:8]([CH3:11])([CH3:10])[CH3:9])=[CH:7][C:2]=3[N:1]=2)[O:25]1. The catalyst class is: 52.